This data is from Forward reaction prediction with 1.9M reactions from USPTO patents (1976-2016). The task is: Predict the product of the given reaction. (1) Given the reactants [CH:1]([C:4]1[O:8][N:7]=[C:6]([C@H:9]2[CH2:14][CH2:13][C@H:12]([C:15]([O:17]C)=O)[CH2:11][CH2:10]2)[N:5]=1)([CH3:3])[CH3:2].[CH2:19]([NH2:22])[CH2:20][NH2:21], predict the reaction product. The product is: [NH2:21][CH2:20][CH2:19][NH:22][C:15]([C@H:12]1[CH2:11][CH2:10][C@H:9]([C:6]2[N:5]=[C:4]([CH:1]([CH3:2])[CH3:3])[O:8][N:7]=2)[CH2:14][CH2:13]1)=[O:17]. (2) Given the reactants Cl[C:2]1[N:6]2[C:7](=[O:22])[CH:8]=[C:9]([CH2:11][N:12]3[C:16]([Cl:17])=[CH:15][C:14]([C:18]([F:21])([F:20])[F:19])=[N:13]3)[N:10]=[C:5]2[S:4][C:3]=1[O:23][CH3:24].C([Sn](CCCC)(CCCC)[C:30]([O:32][CH2:33][CH3:34])=[CH2:31])CCC.CCN(C(C)C)C(C)C, predict the reaction product. The product is: [Cl:17][C:16]1[N:12]([CH2:11][C:9]2[N:10]=[C:5]3[S:4][C:3]([O:23][CH3:24])=[C:2]([C:30]([O:32][CH2:33][CH3:34])=[CH2:31])[N:6]3[C:7](=[O:22])[CH:8]=2)[N:13]=[C:14]([C:18]([F:21])([F:20])[F:19])[CH:15]=1. (3) Given the reactants FC(F)OC1C=C2C(=CC=1)N(CCCN(C)C)N=C2[C:19]1[N:24]=[C:23]2[C:25]([C:47]([NH:49][C:50]3([CH3:53])[CH2:52][CH2:51]3)=[O:48])=[CH:26][N:27](C(C3C=CC=CC=3)(C3C=CC=CC=3)C3C=CC=CC=3)[C:22]2=[N:21][CH:20]=1.[F:55][C:56]([F:61])([F:60])[C:57]([OH:59])=[O:58], predict the reaction product. The product is: [F:55][C:56]([F:61])([F:60])[C:57]([OH:59])=[O:58].[CH3:53][C:50]1([NH:49][C:47]([C:25]2[C:23]3=[N:24][CH:19]=[CH:20][N:21]=[C:22]3[NH:27][CH:26]=2)=[O:48])[CH2:51][CH2:52]1.